This data is from Forward reaction prediction with 1.9M reactions from USPTO patents (1976-2016). The task is: Predict the product of the given reaction. (1) Given the reactants [CH2:1]([O:3][C:4](=[O:19])[C:5]1[CH:10]=[C:9]([NH2:11])[C:8]([NH2:12])=[CH:7][C:6]=1[O:13][CH2:14][C:15]([F:18])([F:17])[F:16])[CH3:2].[Cl:20][C:21]1[C:26]([Cl:27])=[CH:25][CH:24]=[C:23]([F:28])[C:22]=1[N:29]=[C:30]=[S:31], predict the reaction product. The product is: [NH2:12][C:8]1[C:9]([NH:11][C:30]([NH:29][C:22]2[C:23]([F:28])=[CH:24][CH:25]=[C:26]([Cl:27])[C:21]=2[Cl:20])=[S:31])=[CH:10][C:5]([C:4]([O:3][CH2:1][CH3:2])=[O:19])=[C:6]([O:13][CH2:14][C:15]([F:16])([F:18])[F:17])[CH:7]=1. (2) Given the reactants [CH3:1][O:2][C:3]1[CH:4]=[C:5]2[C:10](=[CH:11][C:12]=1[O:13][CH3:14])[N:9]=[CH:8][N:7]=[C:6]2[O:15][C:16]1[CH:17]=[C:18]([CH:20]=[CH:21][CH:22]=1)[NH2:19].[CH3:23][O:24][CH2:25][C:26]([C:29]1[O:33][N:32]=[C:31]([NH:34][C:35](=O)[O:36]C2C=CC=CC=2)[CH:30]=1)([CH3:28])[CH3:27].COC1C=C2C(=CC=1OC)N=CN=C2OC1C=C(NC(NC2ON=C(C(C)C)C=2)=O)C=CC=1, predict the reaction product. The product is: [CH3:1][O:2][C:3]1[CH:4]=[C:5]2[C:10](=[CH:11][C:12]=1[O:13][CH3:14])[N:9]=[CH:8][N:7]=[C:6]2[O:15][C:16]1[CH:17]=[C:18]([NH:19][C:35]([NH:34][C:31]2[CH:30]=[C:29]([C:26]([CH3:28])([CH3:27])[CH2:25][O:24][CH3:23])[O:33][N:32]=2)=[O:36])[CH:20]=[CH:21][CH:22]=1. (3) Given the reactants [ClH:1].C(N(CC)CCNC(C1C=CC2C(=CC=C(I)C=2)C=1)=O)C.[CH2:23]([N:25]([CH2:38][CH3:39])[CH2:26][CH2:27][NH:28][C:29](=[O:37])[C:30]1[CH:35]=[CH:34][C:33]([I:36])=[N:32][CH:31]=1)[CH3:24].[K+].[Br-], predict the reaction product. The product is: [ClH:1].[ClH:1].[CH2:38]([N:25]([CH2:23][CH3:24])[CH2:26][CH2:27][NH:28][C:29](=[O:37])[C:30]1[CH:35]=[CH:34][C:33]([I:36])=[N:32][CH:31]=1)[CH3:39].